Dataset: Forward reaction prediction with 1.9M reactions from USPTO patents (1976-2016). Task: Predict the product of the given reaction. (1) Given the reactants [Cl:1][C:2]1[N:6]([CH3:7])[N:5]=[C:4]([C:8]2[CH:13]=[CH:12][CH:11]=[CH:10][N:9]=2)[C:3]=1[CH:14]([C:20]1[CH:25]=[CH:24][C:23]([Cl:26])=[CH:22][C:21]=1[CH3:27])[CH2:15][CH2:16][C:17]([O-:19])=[O:18], predict the reaction product. The product is: [Cl:1][C:2]1[N:6]([CH3:7])[N:5]=[C:4]([C:8]2[CH:13]=[CH:12][CH:11]=[CH:10][N:9]=2)[C:3]=1[CH:14]([C:20]1[CH:25]=[CH:24][C:23]([Cl:26])=[CH:22][C:21]=1[CH3:27])[CH2:15][CH2:16][C:17]([OH:19])=[O:18]. (2) Given the reactants C([O:3][C:4]([C:6]1[C:7]([OH:37])([C:31]2[CH:36]=[CH:35][CH:34]=[CH:33][CH:32]=2)[C:8]2[C:13]([C:14]=1[C:15]1[CH:20]=[CH:19][CH:18]=[CH:17][CH:16]=1)=[CH:12][CH:11]=[C:10]([O:21][CH2:22][CH2:23][CH2:24][C:25]1[CH:30]=[CH:29][CH:28]=[CH:27][CH:26]=1)[CH:9]=2)=[O:5])C.[OH-].[Na+], predict the reaction product. The product is: [OH:37][C:7]1([C:31]2[CH:32]=[CH:33][CH:34]=[CH:35][CH:36]=2)[C:8]2[C:13](=[CH:12][CH:11]=[C:10]([O:21][CH2:22][CH2:23][CH2:24][C:25]3[CH:30]=[CH:29][CH:28]=[CH:27][CH:26]=3)[CH:9]=2)[C:14]([C:15]2[CH:16]=[CH:17][CH:18]=[CH:19][CH:20]=2)=[C:6]1[C:4]([OH:5])=[O:3]. (3) Given the reactants C([O:3][C:4]([CH:6]([C:14]1[CH:27]=[CH:26][C:25]2[S:24](=[O:29])(=[O:28])[C:23]3[C:18](=[CH:19][CH:20]=[CH:21][CH:22]=3)[N:17](C(OC(C)(C)C)=O)[C:16]=2[CH:15]=1)[CH2:7][CH:8]1[CH2:13][CH2:12][O:11][CH2:10][CH2:9]1)=[O:5])C.[OH-].[Na+], predict the reaction product. The product is: [O:29]=[S:24]1(=[O:28])[C:23]2[C:18](=[CH:19][CH:20]=[CH:21][CH:22]=2)[NH:17][C:16]2[CH:15]=[C:14]([CH:6]([CH2:7][CH:8]3[CH2:13][CH2:12][O:11][CH2:10][CH2:9]3)[C:4]([OH:5])=[O:3])[CH:27]=[CH:26][C:25]1=2. (4) Given the reactants [S:1]1[CH:5]=[CH:4][C:3]2[S:6][CH:7]=[CH:8][C:2]1=2.[Li]C(C)(C)C.[CH3:14][Sn:15](Cl)([CH3:17])[CH3:16], predict the reaction product. The product is: [CH3:14][Sn:15]([CH3:17])([CH3:16])[C:5]1[S:1][C:2]2[CH:8]=[C:7]([Sn:15]([CH3:17])([CH3:16])[CH3:14])[S:6][C:3]=2[CH:4]=1. (5) The product is: [CH3:1][C:2]1[CH:7]=[C:6]([N+:8]([O-:10])=[O:9])[CH:5]=[CH:4][C:3]=1[N:11]=[C:12]1[N:18]([CH2:14][CH:15]([CH3:17])[CH3:16])[C:21](=[O:22])[CH:20]([CH2:24][CH:25]([CH3:27])[CH3:26])[S:13]1. Given the reactants [CH3:1][C:2]1[CH:7]=[C:6]([N+:8]([O-:10])=[O:9])[CH:5]=[CH:4][C:3]=1[N:11]=[C:12]=[S:13].[CH2:14]([NH2:18])[CH:15]([CH3:17])[CH3:16].Cl[CH:20]([CH2:24][CH:25]([CH3:27])[CH3:26])[C:21](O)=[O:22], predict the reaction product. (6) Given the reactants [CH2:1]([CH2:11][C:12](=O)[CH3:13])[C:2]1[CH:10]=[CH:9][C:7]([OH:8])=[C:4]([O:5][CH3:6])[CH:3]=1.[Cl:15][C:16]1[CH:23]=[CH:22][C:19]([CH2:20][NH2:21])=[CH:18][CH:17]=1.O, predict the reaction product. The product is: [Cl:15][C:16]1[CH:23]=[CH:22][C:19]([CH2:20][NH:21][CH:12]([CH3:13])[CH2:11][CH2:1][C:2]2[CH:10]=[CH:9][C:7]([OH:8])=[C:4]([O:5][CH3:6])[CH:3]=2)=[CH:18][CH:17]=1. (7) Given the reactants [C:1]([OH:32])(=[O:31])[CH2:2][CH2:3][C@H:4]([NH:8][C:9]([C:11]1[CH:30]=[CH:29][C:14]([NH:15][CH2:16][C:17]2[N:28]=[C:27]3[C:20]([N:21]=[C:22]([NH:24][C:25]3=[O:26])[NH2:23])=[N:19][CH:18]=2)=[CH:13][CH:12]=1)=[O:10])[C:5]([OH:7])=[O:6].[OH:33][N:34]1[C:38](=[O:39])[CH2:37][CH2:36][C:35]1=[O:40].C1(N=C=NC2CCCCC2)CCCCC1.C(N(CC)CC)C, predict the reaction product. The product is: [C:1]([O-:32])(=[O:31])[CH2:2][CH2:3][C@H:4]([NH:8][C:9]([C:11]1[CH:12]=[CH:13][C:14]([NH:15][CH2:16][C:17]2[N:28]=[C:27]3[C:20]([N:21]=[C:22]([NH:24][C:25]3=[O:26])[NH2:23])=[N:19][CH:18]=2)=[CH:29][CH:30]=1)=[O:10])[C:5]([OH:7])=[O:6].[OH:33][N:34]1[C:38](=[O:39])[CH2:37][CH2:36][C:35]1=[O:40]. (8) Given the reactants Br[C:2]1[CH:3]=[C:4]([O:12][CH3:13])[C:5]([N+:9]([O-:11])=[O:10])=[C:6]([F:8])[CH:7]=1.[CH3:14][N:15](C=O)C, predict the reaction product. The product is: [F:8][C:6]1[CH:7]=[C:2]([CH:3]=[C:4]([O:12][CH3:13])[C:5]=1[N+:9]([O-:11])=[O:10])[C:14]#[N:15]. (9) Given the reactants [N:1]1[N:2]=[C:3]([C:10]2[CH:19]=[CH:18][C:17]3[C:12](=[C:13]([N:21]4[CH2:26][CH2:25][CH:24]([CH2:27][NH:28]C(=O)OC(C)(C)C)[CH2:23][CH2:22]4)[CH:14]=[C:15]([F:20])[CH:16]=3)[N:11]=2)[N:4]2[CH:9]=[CH:8][CH:7]=[CH:6][C:5]=12.[C:36]([OH:42])([C:38]([F:41])([F:40])[F:39])=[O:37], predict the reaction product. The product is: [F:39][C:38]([F:41])([F:40])[C:36]([OH:42])=[O:37].[F:39][C:38]([F:41])([F:40])[C:36]([OH:42])=[O:37].[N:1]1[N:2]=[C:3]([C:10]2[CH:19]=[CH:18][C:17]3[C:12](=[C:13]([N:21]4[CH2:26][CH2:25][CH:24]([CH2:27][NH2:28])[CH2:23][CH2:22]4)[CH:14]=[C:15]([F:20])[CH:16]=3)[N:11]=2)[N:4]2[CH:9]=[CH:8][CH:7]=[CH:6][C:5]=12.